This data is from Forward reaction prediction with 1.9M reactions from USPTO patents (1976-2016). The task is: Predict the product of the given reaction. (1) Given the reactants C(OC([N:8]1[CH2:12][C@@H:11]([CH2:13][N:14]([CH:31]([CH3:33])[CH3:32])[C:15](=[O:30])[C:16]2[CH:21]=[CH:20][C:19]([O:22][CH3:23])=[C:18]([O:24][CH2:25][CH2:26][CH2:27][O:28][CH3:29])[CH:17]=2)[C@H:10]([OH:34])[CH2:9]1)=O)(C)(C)C.Cl[CH2:36][C:37]1[O:41][N:40]=[C:39]([C:42]2[CH:47]=[CH:46][C:45]([Cl:48])=[CH:44][CH:43]=2)[CH:38]=1.CC#N.O.CC#N, predict the reaction product. The product is: [Cl:48][C:45]1[CH:44]=[CH:43][C:42]([C:39]2[CH:38]=[C:37]([CH2:36][O:34][C@@H:10]3[CH2:9][NH:8][CH2:12][C@H:11]3[CH2:13][N:14]([CH:31]([CH3:32])[CH3:33])[C:15](=[O:30])[C:16]3[CH:21]=[CH:20][C:19]([O:22][CH3:23])=[C:18]([O:24][CH2:25][CH2:26][CH2:27][O:28][CH3:29])[CH:17]=3)[O:41][N:40]=2)=[CH:47][CH:46]=1. (2) Given the reactants [CH2:1]([OH:5])[CH2:2][CH2:3][OH:4].[CH3:6][C:7]1[CH:12]=[CH:11][C:10]([S:13](Cl)(=[O:15])=[O:14])=[CH:9][CH:8]=1, predict the reaction product. The product is: [CH3:6][C:7]1[CH:12]=[CH:11][C:10]([S:13]([O:4][CH2:3][CH2:2][CH2:1][O:5][S:13]([C:10]2[CH:11]=[CH:12][C:7]([CH3:6])=[CH:8][CH:9]=2)(=[O:15])=[O:14])(=[O:15])=[O:14])=[CH:9][CH:8]=1. (3) The product is: [Cl:1][C:2]1[CH:7]=[C:6]([Cl:8])[CH:5]=[CH:4][C:3]=1[C:9]1[N:10]=[C:11]([CH2:29][CH3:30])[C:12]([NH:17][C@H:18]2[C:26]3[C:21](=[CH:22][CH:23]=[CH:24][CH:25]=3)[CH2:20][C@@H:19]2[O:27][CH2:28][CH2:62][F:63])=[N:13][C:14]=1[CH2:15][CH3:16]. Given the reactants [Cl:1][C:2]1[CH:7]=[C:6]([Cl:8])[CH:5]=[CH:4][C:3]=1[C:9]1[N:10]=[C:11]([CH2:29][CH3:30])[C:12]([NH:17][C@H:18]2[C:26]3[C:21](=[CH:22][CH:23]=[CH:24][CH:25]=3)[CH2:20][C@@H:19]2[O:27][CH3:28])=[N:13][C:14]=1[CH2:15][CH3:16].ClC1C=C(Cl)C=CC=1C1N=C(CC)C(N[C@H]2C3C(=CC=CC=3)C[C@@H]2O)=NC=1CC.BrC[CH2:62][F:63], predict the reaction product. (4) The product is: [C:14]([O:18][C:19]([N:10]1[CH2:9][CH2:8][C:7]2[C:12](=[CH:13][C:4]([N+:1]([O-:3])=[O:2])=[CH:5][CH:6]=2)[CH2:11]1)=[O:20])([CH3:17])([CH3:16])[CH3:15]. Given the reactants [N+:1]([C:4]1[CH:13]=[C:12]2[C:7]([CH2:8][CH2:9][NH:10][CH2:11]2)=[CH:6][CH:5]=1)([O-:3])=[O:2].[C:14]([O:18][C:19](O[C:19]([O:18][C:14]([CH3:17])([CH3:16])[CH3:15])=[O:20])=[O:20])([CH3:17])([CH3:16])[CH3:15].C(N(CC)CC)C, predict the reaction product. (5) Given the reactants [O:1]=[C:2]([CH2:8][CH2:9][CH2:10][CH2:11][CH2:12][CH2:13][CH2:14][CH2:15][CH2:16][CH2:17][CH3:18])[CH2:3][C:4]([O:6][CH3:7])=[O:5].N#N, predict the reaction product. The product is: [OH:1][C@H:2]([CH2:8][CH2:9][CH2:10][CH2:11][CH2:12][CH2:13][CH2:14][CH2:15][CH2:16][CH2:17][CH3:18])[CH2:3][C:4]([O:6][CH3:7])=[O:5]. (6) Given the reactants C([O:3][CH2:4][CH2:5][CH2:6][N:7]1[C:12](=[O:13])[C:11]2[C:14]([CH2:29][C:30]3[CH:35]=[CH:34][C:33]([Cl:36])=[CH:32][CH:31]=3)=[C:15]([O:18][C:19]3[CH:20]=[N:21][CH:22]=[C:23]([C:25]([F:28])([F:27])[F:26])[CH:24]=3)[CH:16]=[N:17][C:10]=2[N:9]([CH3:37])[C:8]1=[O:38])=O.O[Li].O, predict the reaction product. The product is: [Cl:36][C:33]1[CH:32]=[CH:31][C:30]([CH2:29][C:14]2[C:11]3[C:12](=[O:13])[N:7]([CH2:6][CH2:5][CH2:4][OH:3])[C:8](=[O:38])[N:9]([CH3:37])[C:10]=3[N:17]=[CH:16][C:15]=2[O:18][C:19]2[CH:20]=[N:21][CH:22]=[C:23]([C:25]([F:27])([F:26])[F:28])[CH:24]=2)=[CH:35][CH:34]=1. (7) The product is: [C:1]([NH:5][C:6]1[N:14]=[C:13]([C:15]([F:18])([F:17])[F:16])[CH:12]=[CH:11][C:7]=1[C:8]([NH:54][C:50]([CH3:51])([C:52]#[CH:53])[CH3:49])=[O:10])([CH3:2])([CH3:3])[CH3:4]. Given the reactants [C:1]([NH:5][C:6]1[N:14]=[C:13]([C:15]([F:18])([F:17])[F:16])[CH:12]=[CH:11][C:7]=1[C:8]([OH:10])=O)([CH3:4])([CH3:3])[CH3:2].CCN=C=NCCCN(C)C.C1C=CC2N(O)N=NC=2C=1.CCN(C(C)C)C(C)C.[CH3:49][C:50]([NH2:54])([C:52]#[CH:53])[CH3:51], predict the reaction product. (8) Given the reactants [CH3:1][O:2][C:3]1[C:4]([C:9]2[CH2:10][CH2:11][N:12]([C:15]([O:17][C:18]([CH3:21])([CH3:20])[CH3:19])=[O:16])[CH2:13][CH:14]=2)=[N:5][CH:6]=[CH:7][CH:8]=1.[H][H], predict the reaction product. The product is: [CH3:1][O:2][C:3]1[C:4]([CH:9]2[CH2:14][CH2:13][N:12]([C:15]([O:17][C:18]([CH3:21])([CH3:20])[CH3:19])=[O:16])[CH2:11][CH2:10]2)=[N:5][CH:6]=[CH:7][CH:8]=1. (9) Given the reactants [N:1]([CH2:4][C:5]1([CH2:9][N:10]=[N+:11]=[N-:12])[CH2:8][S:7][CH2:6]1)=[N+:2]=[N-:3].C(O)=[O:14].ClCCl.OO.[OH2:21], predict the reaction product. The product is: [N:10]([CH2:9][C:5]1([CH2:4][N:1]=[N+:2]=[N-:3])[CH2:6][S:7](=[O:14])(=[O:21])[CH2:8]1)=[N+:11]=[N-:12].